This data is from Full USPTO retrosynthesis dataset with 1.9M reactions from patents (1976-2016). The task is: Predict the reactants needed to synthesize the given product. (1) Given the product [NH2:8][C@@H:9]1[CH2:14][CH2:13][CH2:12][N:11]([C:15]2[N:20]=[C:19]([NH:21][C:22]3[CH:23]=[CH:24][C:25]([N:28]4[CH2:33][CH2:32][N:31]([C:34]([O:36][CH2:37][C:38]5[CH:43]=[CH:42][CH:41]=[CH:40][CH:39]=5)=[O:35])[CH2:30][CH2:29]4)=[CH:26][CH:27]=3)[C:18]([C:44](=[O:46])[NH2:45])=[CH:17][CH:16]=2)[CH2:10]1, predict the reactants needed to synthesize it. The reactants are: C(OC([NH:8][C@@H:9]1[CH2:14][CH2:13][CH2:12][N:11]([C:15]2[N:20]=[C:19]([NH:21][C:22]3[CH:27]=[CH:26][C:25]([N:28]4[CH2:33][CH2:32][N:31]([C:34]([O:36][CH2:37][C:38]5[CH:43]=[CH:42][CH:41]=[CH:40][CH:39]=5)=[O:35])[CH2:30][CH2:29]4)=[CH:24][CH:23]=3)[C:18]([C:44](=[O:46])[NH2:45])=[CH:17][CH:16]=2)[CH2:10]1)=O)(C)(C)C.C(O)(C(F)(F)F)=O. (2) Given the product [Br:6][C:7]1[CH:15]=[C:14]2[C:10]([C:11]([CH:12]=[O:16])=[N:1][NH:13]2)=[CH:9][CH:8]=1, predict the reactants needed to synthesize it. The reactants are: [N:1]([O-])=O.[Na+].Cl.[Br:6][C:7]1[CH:15]=[C:14]2[C:10]([CH:11]=[CH:12][NH:13]2)=[CH:9][CH:8]=1.[OH2:16]. (3) Given the product [CH3:1][O:2][C:3](=[O:34])[CH:4]([C:9]1[CH:10]=[C:11]([C:23]2[CH:28]=[C:27]([F:29])[CH:26]=[C:25]([C:30]([F:32])([F:33])[F:31])[CH:24]=2)[CH:12]=[C:13]([NH:39][C:38]2[CH:40]=[C:41]([C:44]([F:45])([F:46])[F:47])[CH:42]=[CH:43][C:37]=2[C:36]([F:35])([F:48])[F:49])[CH:14]=1)[CH2:5][CH:6]([CH3:7])[CH3:8], predict the reactants needed to synthesize it. The reactants are: [CH3:1][O:2][C:3](=[O:34])[CH:4]([C:9]1[CH:10]=[C:11]([C:23]2[CH:28]=[C:27]([F:29])[CH:26]=[C:25]([C:30]([F:33])([F:32])[F:31])[CH:24]=2)[CH:12]=[C:13](OS(C(F)(F)F)(=O)=O)[CH:14]=1)[CH2:5][CH:6]([CH3:8])[CH3:7].[F:35][C:36]([F:49])([F:48])[C:37]1[CH:43]=[CH:42][C:41]([C:44]([F:47])([F:46])[F:45])=[CH:40][C:38]=1[NH2:39]. (4) The reactants are: [CH3:1][O:2][C:3]1[CH:8]=[CH:7][C:6]([CH:9](O)[CH:10]([CH3:12])[CH3:11])=[CH:5][CH:4]=1.C([SiH](CC)CC)C.FC(F)(F)C(O)=O. Given the product [CH2:9]([C:6]1[CH:5]=[CH:4][C:3]([O:2][CH3:1])=[CH:8][CH:7]=1)[CH:10]([CH3:12])[CH3:11], predict the reactants needed to synthesize it. (5) Given the product [CH2:1]([O:8][C:9]1[CH:18]=[C:17]2[C:12]([C:13]3[N:21]4[CH2:22][CH2:23][O:24][CH2:25][C:20]4=[N:19][C:14]=3[C:15]([NH2:38])=[N:16]2)=[CH:11][CH:10]=1)[C:2]1[CH:3]=[CH:4][CH:5]=[CH:6][CH:7]=1, predict the reactants needed to synthesize it. The reactants are: [CH2:1]([O:8][C:9]1[CH:18]=[C:17]2[C:12]([C:13]3[N:21]4[CH2:22][CH2:23][O:24][CH2:25][C:20]4=[N:19][C:14]=3[CH:15]=[N:16]2)=[CH:11][CH:10]=1)[C:2]1[CH:7]=[CH:6][CH:5]=[CH:4][CH:3]=1.ClC1C=C(C=CC=1)C(OO)=O.[OH-].[NH4+:38].C1(C)C=CC(S(Cl)(=O)=O)=CC=1.